From a dataset of Full USPTO retrosynthesis dataset with 1.9M reactions from patents (1976-2016). Predict the reactants needed to synthesize the given product. (1) The reactants are: [CH3:1][O:2][C:3]1[CH:4]=[C:5]([NH2:26])[CH:6]=[CH:7][C:8]=1[C:9]1[O:10][C:11]([C:14]2[C:15]([C:20]3[CH:25]=[CH:24][CH:23]=[CH:22][CH:21]=3)=[N:16][O:17][C:18]=2[CH3:19])=[N:12][N:13]=1.[CH:27](O)=[O:28]. Given the product [CH3:1][O:2][C:3]1[CH:4]=[C:5]([NH:26][CH:27]=[O:28])[CH:6]=[CH:7][C:8]=1[C:9]1[O:10][C:11]([C:14]2[C:15]([C:20]3[CH:21]=[CH:22][CH:23]=[CH:24][CH:25]=3)=[N:16][O:17][C:18]=2[CH3:19])=[N:12][N:13]=1, predict the reactants needed to synthesize it. (2) Given the product [N:20]1[CH:21]=[CH:22][CH:23]=[CH:24][C:19]=1[CH2:18][CH2:17][NH:16][S:10]([NH:13][C:14](=[O:15])[O:8][CH2:1][C:2]1[CH:7]=[CH:6][CH:5]=[CH:4][CH:3]=1)(=[O:12])=[O:11], predict the reactants needed to synthesize it. The reactants are: [CH2:1]([OH:8])[C:2]1[CH:7]=[CH:6][CH:5]=[CH:4][CH:3]=1.Cl[S:10]([N:13]=[C:14]=[O:15])(=[O:12])=[O:11].[NH2:16][CH2:17][CH2:18][C:19]1[CH:24]=[CH:23][CH:22]=[CH:21][N:20]=1.Cl. (3) Given the product [CH3:17][O:15][CH2:14][CH:11]1[CH2:10][CH2:9][NH:8][CH2:13][CH2:12]1, predict the reactants needed to synthesize it. The reactants are: C(OC([N:8]1[CH2:13][CH2:12][CH:11]([CH2:14][OH:15])[CH2:10][CH2:9]1)=O)(C)(C)C.I[CH3:17].[H-].[Na+].O. (4) Given the product [C:14]([C:4]1[CH:3]=[C:2]([NH2:1])[N:6]([C:7]2[CH:12]=[CH:11][C:10]([O:13][CH2:21][CH2:20][O:19][CH3:18])=[CH:9][CH:8]=2)[N:5]=1)([CH3:17])([CH3:16])[CH3:15], predict the reactants needed to synthesize it. The reactants are: [NH2:1][C:2]1[N:6]([C:7]2[CH:12]=[CH:11][C:10]([OH:13])=[CH:9][CH:8]=2)[N:5]=[C:4]([C:14]([CH3:17])([CH3:16])[CH3:15])[CH:3]=1.[CH3:18][O:19][CH2:20][CH2:21]O.C1CCN(C(N=NC(N2CCCCC2)=O)=O)CC1.C1(P(C2C=CC=CC=2)C2C=CC=CC=2)C=CC=CC=1. (5) Given the product [CH3:16][C:10]1[C:9]([O:8][C:6]2[CH:5]=[CH:4][N:3]=[C:2]([NH:72][C:71]3[N:67]([CH2:65][CH3:66])[N:68]=[CH:69][CH:70]=3)[CH:7]=2)=[CH:14][CH:13]=[C:12]([CH3:15])[N:11]=1, predict the reactants needed to synthesize it. The reactants are: Cl[C:2]1[CH:7]=[C:6]([O:8][C:9]2[C:10]([CH3:16])=[N:11][C:12]([CH3:15])=[CH:13][CH:14]=2)[CH:5]=[CH:4][N:3]=1.C([O-])([O-])=O.[Cs+].[Cs+].CC1(C)C2C(=C(P(C3C=CC=CC=3)C3C=CC=CC=3)C=CC=2)OC2C(P(C3C=CC=CC=3)C3C=CC=CC=3)=CC=CC1=2.[CH2:65]([N:67]1[C:71]([NH2:72])=[CH:70][CH:69]=[N:68]1)[CH3:66]. (6) The reactants are: [CH:1]1([S:4]([NH:7][C@@H:8]2[CH2:12][C@H:11](C(O)=O)[C@H:10]([CH2:16][CH3:17])[CH2:9]2)(=[O:6])=[O:5])[CH2:3][CH2:2]1.C1C=CC(P([N:32]=[N+]=[N-])(C2C=CC=CC=2)=O)=CC=1.C[C:36]([OH:39])(C)C. Given the product [CH2:16]([C@H:10]1[C@@H:11]([N:32]=[C:36]=[O:39])[CH2:12][C@@H:8]([NH:7][S:4]([CH:1]2[CH2:2][CH2:3]2)(=[O:5])=[O:6])[CH2:9]1)[CH3:17], predict the reactants needed to synthesize it. (7) Given the product [CH3:13][N:14]([CH:16]=[C:3]([C:2](=[O:1])[CH3:10])[C:4]([O:6][CH:7]([CH3:9])[CH3:8])=[O:5])[CH3:15], predict the reactants needed to synthesize it. The reactants are: [O:1]=[C:2]([CH3:10])[CH2:3][C:4]([O:6][CH:7]([CH3:9])[CH3:8])=[O:5].CO[CH:13](OC)[N:14]([CH3:16])[CH3:15].